Dataset: NCI-60 drug combinations with 297,098 pairs across 59 cell lines. Task: Regression. Given two drug SMILES strings and cell line genomic features, predict the synergy score measuring deviation from expected non-interaction effect. (1) Drug 1: C1=C(C(=O)NC(=O)N1)N(CCCl)CCCl. Drug 2: B(C(CC(C)C)NC(=O)C(CC1=CC=CC=C1)NC(=O)C2=NC=CN=C2)(O)O. Cell line: HOP-92. Synergy scores: CSS=31.2, Synergy_ZIP=-7.65, Synergy_Bliss=-4.43, Synergy_Loewe=-2.32, Synergy_HSA=-2.09. (2) Drug 1: C1=CC(=CC=C1C#N)C(C2=CC=C(C=C2)C#N)N3C=NC=N3. Drug 2: CC1=C(C(=O)C2=C(C1=O)N3CC4C(C3(C2COC(=O)N)OC)N4)N. Cell line: RXF 393. Synergy scores: CSS=0.650, Synergy_ZIP=0.476, Synergy_Bliss=1.97, Synergy_Loewe=-2.97, Synergy_HSA=-1.13. (3) Drug 1: C1C(C(OC1N2C=NC3=C2NC=NCC3O)CO)O. Drug 2: CC12CCC3C(C1CCC2OP(=O)(O)O)CCC4=C3C=CC(=C4)OC(=O)N(CCCl)CCCl.[Na+]. Cell line: UO-31. Synergy scores: CSS=16.7, Synergy_ZIP=-3.15, Synergy_Bliss=0.872, Synergy_Loewe=-1.43, Synergy_HSA=-1.18. (4) Cell line: RXF 393. Synergy scores: CSS=25.9, Synergy_ZIP=-6.53, Synergy_Bliss=-3.05, Synergy_Loewe=-0.100, Synergy_HSA=0.349. Drug 2: C1C(C(OC1N2C=NC3=C2NC=NCC3O)CO)O. Drug 1: COC1=C(C=C2C(=C1)N=CN=C2NC3=CC(=C(C=C3)F)Cl)OCCCN4CCOCC4. (5) Drug 1: CCCCCOC(=O)NC1=NC(=O)N(C=C1F)C2C(C(C(O2)C)O)O. Drug 2: CN(CCCl)CCCl.Cl. Cell line: NCI/ADR-RES. Synergy scores: CSS=13.6, Synergy_ZIP=-2.02, Synergy_Bliss=-1.50, Synergy_Loewe=-11.8, Synergy_HSA=-3.67. (6) Drug 1: CC(CN1CC(=O)NC(=O)C1)N2CC(=O)NC(=O)C2. Drug 2: CCC1=C2CN3C(=CC4=C(C3=O)COC(=O)C4(CC)O)C2=NC5=C1C=C(C=C5)O. Cell line: M14. Synergy scores: CSS=26.2, Synergy_ZIP=-0.942, Synergy_Bliss=0.880, Synergy_Loewe=-20.9, Synergy_HSA=0.783.